This data is from Full USPTO retrosynthesis dataset with 1.9M reactions from patents (1976-2016). The task is: Predict the reactants needed to synthesize the given product. Given the product [F:1][C:2]1[CH:3]=[C:4]2[C:9](=[CH:10][C:11]=1[N:31]1[CH2:32][CH2:33][NH:28][C:29](=[O:34])[CH2:30]1)[N:8]([CH2:13][C:14]1[CH:19]=[CH:18][C:17]([C:20]([F:23])([F:21])[F:22])=[CH:16][C:15]=1[F:24])[CH:7]=[C:6]([C:25]#[N:26])[C:5]2=[O:27], predict the reactants needed to synthesize it. The reactants are: [F:1][C:2]1[CH:3]=[C:4]2[C:9](=[CH:10][C:11]=1F)[N:8]([CH2:13][C:14]1[CH:19]=[CH:18][C:17]([C:20]([F:23])([F:22])[F:21])=[CH:16][C:15]=1[F:24])[CH:7]=[C:6]([C:25]#[N:26])[C:5]2=[O:27].[NH:28]1[CH2:33][CH2:32][NH:31][CH2:30][C:29]1=[O:34].